This data is from CYP2D6 inhibition data for predicting drug metabolism from PubChem BioAssay. The task is: Regression/Classification. Given a drug SMILES string, predict its absorption, distribution, metabolism, or excretion properties. Task type varies by dataset: regression for continuous measurements (e.g., permeability, clearance, half-life) or binary classification for categorical outcomes (e.g., BBB penetration, CYP inhibition). Dataset: cyp2d6_veith. (1) The drug is COc1ccccc1CNc1nc(-c2ccc(N(C)C)cc2)nc2ccccc12. The result is 1 (inhibitor). (2) The drug is Cc1cc(NC(=O)c2ccccc2Cl)c(C(C)C)cc1O. The result is 0 (non-inhibitor). (3) The result is 1 (inhibitor). The molecule is COc1ccc2nc(N3CCCC(C(=O)NCCCN4CCN(C)CC4)C3)sc2c1. (4) The drug is CN(C)C(=O)c1ccc(-c2cc(NCc3cccs3)ncn2)cc1. The result is 0 (non-inhibitor). (5) The molecule is CC(C)NC(=O)N1CC[C@@]2(CCCN(C(=O)c3cccn3C)C2)C1. The result is 0 (non-inhibitor). (6) The compound is CCC(C)(C)c1ccc(Oc2cccc(C(=O)O)c2)cc1. The result is 0 (non-inhibitor). (7) The compound is Cl.OC1(c2ccc(F)cc2)CCNC1. The result is 0 (non-inhibitor).